The task is: Predict the product of the given reaction.. This data is from Forward reaction prediction with 1.9M reactions from USPTO patents (1976-2016). (1) Given the reactants [Cl:1][C:2]1[CH:7]=[CH:6][C:5]([C:8]2[CH:13]=[C:12]([CH:14]3[CH2:16][CH2:15]3)[N:11]3[N:17]=[CH:18][C:19]([C:20](O)=[O:21])=[C:10]3[N:9]=2)=[CH:4][CH:3]=1.[NH2:23][C:24]1[CH:25]=[C:26]([S:30]([NH:33][C:34]([CH3:38])([CH3:37])[CH2:35][OH:36])(=[O:32])=[O:31])[CH:27]=[CH:28][CH:29]=1, predict the reaction product. The product is: [OH:36][CH2:35][C:34]([NH:33][S:30]([C:26]1[CH:25]=[C:24]([NH:23][C:20]([C:19]2[CH:18]=[N:17][N:11]3[C:12]([CH:14]4[CH2:16][CH2:15]4)=[CH:13][C:8]([C:5]4[CH:4]=[CH:3][C:2]([Cl:1])=[CH:7][CH:6]=4)=[N:9][C:10]=23)=[O:21])[CH:29]=[CH:28][CH:27]=1)(=[O:32])=[O:31])([CH3:38])[CH3:37]. (2) Given the reactants [CH2:1]([O:8][C:9]1[CH:14]=[CH:13][C:12]([Br:15])=[CH:11][C:10]=1[NH2:16])[C:2]1[CH:7]=[CH:6][CH:5]=[CH:4][CH:3]=1.[C:17]([O:21][CH2:22][CH3:23])(=[O:20])[CH:18]=O.C(O[BH-](OC(=O)C)OC(=O)C)(=O)C.[Na+], predict the reaction product. The product is: [CH2:22]([O:21][C:17](=[O:20])[CH2:18][NH:16][C:10]1[CH:11]=[C:12]([Br:15])[CH:13]=[CH:14][C:9]=1[O:8][CH2:1][C:2]1[CH:3]=[CH:4][CH:5]=[CH:6][CH:7]=1)[CH3:23]. (3) Given the reactants C([O:5][C:6](=[O:33])[CH2:7][O:8][C:9]1[C:14]([CH3:15])=[CH:13][C:12]([C:16]2[O:17][C:18]3[N:19]=[C:20]([O:25][C:26]4[CH:31]=[CH:30][CH:29]=[CH:28][CH:27]=4)[N:21]=[CH:22][C:23]=3[N:24]=2)=[CH:11][C:10]=1[CH3:32])(C)(C)C.C1(C)C=CC=CC=1, predict the reaction product. The product is: [CH3:15][C:14]1[CH:13]=[C:12]([C:16]2[O:17][C:18]3[N:19]=[C:20]([O:25][C:26]4[CH:31]=[CH:30][CH:29]=[CH:28][CH:27]=4)[N:21]=[CH:22][C:23]=3[N:24]=2)[CH:11]=[C:10]([CH3:32])[C:9]=1[O:8][CH2:7][C:6]([OH:33])=[O:5].